From a dataset of Full USPTO retrosynthesis dataset with 1.9M reactions from patents (1976-2016). Predict the reactants needed to synthesize the given product. (1) The reactants are: [NH:1]1[CH2:5][CH2:4][C@@H:3]([OH:6])[CH2:2]1.F[C:8]1[CH:15]=[CH:14][C:11]([C:12]#[N:13])=[CH:10][CH:9]=1.CS(C)=O.C([O-])([O-])=O.[K+].[K+]. Given the product [OH:6][C@@H:3]1[CH2:4][CH2:5][N:1]([C:8]2[CH:15]=[CH:14][C:11]([C:12]#[N:13])=[CH:10][CH:9]=2)[CH2:2]1, predict the reactants needed to synthesize it. (2) Given the product [Br:3][C:4]1[CH:9]=[CH:8][CH:7]=[CH:6][C:5]=1[O:10][CH:20]1[CH2:16][CH2:17][N:18]([CH2:21][C:22]2[CH:27]=[CH:26][C:25]([F:28])=[CH:24][CH:23]=2)[CH2:19]1, predict the reactants needed to synthesize it. The reactants are: [H-].[Na+].[Br:3][C:4]1[CH:9]=[CH:8][CH:7]=[CH:6][C:5]=1[OH:10].CS(O[CH:16]1[CH2:20][CH2:19][N:18]([CH2:21][C:22]2[CH:27]=[CH:26][C:25]([F:28])=[CH:24][CH:23]=2)[CH2:17]1)(=O)=O. (3) Given the product [CH:1]([C:4]1[C:5]([O:34][CH2:35][O:36][CH3:37])=[CH:6][C:7]([O:30][CH2:31][O:32][CH3:33])=[C:8]([C:10]2[N:11]([C:16]3[CH:17]=[CH:18][C:19]([CH2:22][N:23]4[CH2:28][CH2:27][N:26]([CH3:29])[CH2:25][CH2:24]4)=[CH:20][CH:21]=3)[C:12]([S:15][CH3:38])=[N:13][N:14]=2)[CH:9]=1)([CH3:3])[CH3:2], predict the reactants needed to synthesize it. The reactants are: [CH:1]([C:4]1[C:5]([O:34][CH2:35][O:36][CH3:37])=[CH:6][C:7]([O:30][CH2:31][O:32][CH3:33])=[C:8]([C:10]2[N:11]([C:16]3[CH:21]=[CH:20][C:19]([CH2:22][N:23]4[CH2:28][CH2:27][N:26]([CH3:29])[CH2:25][CH2:24]4)=[CH:18][CH:17]=3)[C:12](=[S:15])[NH:13][N:14]=2)[CH:9]=1)([CH3:3])[CH3:2].[C:38](=O)([O-])[O-].[K+].[K+].C(O)C.CI.